Dataset: Reaction yield outcomes from USPTO patents with 853,638 reactions. Task: Predict the reaction yield, written as a fraction of the theoretical maximum amount of product (1.0 means a 100% yield; for example, 0.34 means a 34% yield). (1) The reactants are [C:1]([C:5]1[CH:6]=[C:7]([C:16]2[O:17][C:18]([CH3:27])=[C:19]([CH2:21][C:22](OCC)=[O:23])[N:20]=2)[CH:8]=[C:9]([C:12]([CH3:15])([CH3:14])[CH3:13])[C:10]=1[OH:11])([CH3:4])([CH3:3])[CH3:2].[H-].[Al+3].[Li+].[H-].[H-].[H-].O.[OH-].[Na+]. The catalyst is O1CCCC1. The product is [C:1]([C:5]1[CH:6]=[C:7]([C:16]2[O:17][C:18]([CH3:27])=[C:19]([CH2:21][CH2:22][OH:23])[N:20]=2)[CH:8]=[C:9]([C:12]([CH3:15])([CH3:14])[CH3:13])[C:10]=1[OH:11])([CH3:2])([CH3:3])[CH3:4]. The yield is 0.920. (2) The reactants are [CH3:1][N:2]([S:21]([C:24]1[S:25][CH:26]=[CH:27][CH:28]=1)(=[O:23])=[O:22])[C:3]1[CH:4]=[CH:5][CH:6]=[C:7]2[C:11]=1[NH:10][C:9]([C:12]1[S:13][CH:14]([C:17](OC)=[O:18])[CH2:15][N:16]=1)=[CH:8]2.[BH4-].[Li+].CO.[Cl-].[Na+]. The catalyst is O1CCCC1. The product is [OH:18][CH2:17][CH:14]1[S:13][C:12]([C:9]2[NH:10][C:11]3[C:7]([CH:8]=2)=[CH:6][CH:5]=[CH:4][C:3]=3[N:2]([CH3:1])[S:21]([C:24]2[S:25][CH:26]=[CH:27][CH:28]=2)(=[O:23])=[O:22])=[N:16][CH2:15]1. The yield is 0.890. (3) The reactants are [CH2:1]([O:3][C:4]([C:6]1[CH2:10][CH2:9][CH2:8][C:7]=1[NH:11][CH2:12][C:13]1[CH:18]=[CH:17][CH:16]=[CH:15][N:14]=1)=[O:5])[CH3:2].B.N1C=CC=CC=1. The catalyst is C(O)(=O)C. The product is [CH2:1]([O:3][C:4]([CH:6]1[CH2:10][CH2:9][CH2:8][CH:7]1[NH:11][CH2:12][C:13]1[CH:18]=[CH:17][CH:16]=[CH:15][N:14]=1)=[O:5])[CH3:2]. The yield is 0.686. (4) The reactants are C[O:2][C:3]1C=C(C=CC=1)C=C.I[C:12]1[CH:17]=[CH:16][C:15]([O:18][CH3:19])=[CH:14][CH:13]=1.N1CCCCC1.C1(P(C2C=CC=CC=2)C2C=CC=CC=2)C=CC=CC=1.[OH2:45]. The catalyst is C([O-])(=O)C.[Pd+2].C([O-])(=O)C.CN(C=O)C. The product is [O:2]=[CH:3][C:17]1[CH:12]=[CH:13][C:14]([OH:45])=[C:15]([O:18][CH3:19])[CH:16]=1. The yield is 0.500. (5) The reactants are [Cl-].[Li+].[Cu](C#N)C#N.[CH:8]1([Mg]Cl)[CH2:12][CH2:11][CH2:10][CH2:9]1.C(OCC)C.[C:20]([O:24][CH3:25])(=[O:23])[C:21]#[CH:22].[I:26]I. The catalyst is O1CCCC1. The product is [CH3:25][O:24][C:20](=[O:23])/[C:21](/[I:26])=[CH:22]\[CH:8]1[CH2:12][CH2:11][CH2:10][CH2:9]1. The yield is 0.970. (6) The reactants are [F:1][C:2]([F:40])([F:39])[C:3]1[C:4]2[CH2:38][O:37][CH2:36][CH2:35][C:5]=2[N:6]([C:8]2[C:9](=[O:34])[NH:10][C:11](=[O:33])[N:12]([CH2:14][CH2:15][CH2:16][N:17]3[CH2:22][C@H:21]4[C@:19]([C:23]5[CH:28]=[CH:27][C:26]([C:29]([F:32])([F:31])[F:30])=[CH:25][CH:24]=5)([CH2:20]4)[CH2:18]3)[CH:13]=2)[N:7]=1.[ClH:41].CO. The catalyst is C(OCC)C. The product is [ClH:41].[ClH:41].[F:40][C:2]([F:1])([F:39])[C:3]1[C:4]2[CH2:38][O:37][CH2:36][CH2:35][C:5]=2[N:6]([C:8]2[C:9](=[O:34])[NH:10][C:11](=[O:33])[N:12]([CH2:14][CH2:15][CH2:16][N:17]3[CH2:22][C@H:21]4[C@:19]([C:23]5[CH:28]=[CH:27][C:26]([C:29]([F:32])([F:31])[F:30])=[CH:25][CH:24]=5)([CH2:20]4)[CH2:18]3)[CH:13]=2)[N:7]=1. The yield is 0.990. (7) The reactants are N[C@@](C1C=CC2C(=CC=C(O[C@H]3CC[C@H](C(C)(C)C)CC3)C=2C2C=CC(OC(F)(F)F)=CC=2)C=1)(C)CO.[C:38]([C@H:42]1[CH2:47][CH2:46][C@H:45]([O:48][C:49]2[C:50]([F:66])=[C:51]3[C:56](=[CH:57][CH:58]=2)[CH:55]=[C:54]([C@:59]2([CH3:65])[CH2:63][O:62]C(=O)[NH:60]2)[CH:53]=[CH:52]3)[CH2:44][CH2:43]1)([CH3:41])([CH3:40])[CH3:39]. No catalyst specified. The product is [NH2:60][C@@:59]([C:54]1[CH:53]=[CH:52][C:51]2[C:56](=[CH:57][CH:58]=[C:49]([O:48][C@H:45]3[CH2:44][CH2:43][C@H:42]([C:38]([CH3:41])([CH3:40])[CH3:39])[CH2:47][CH2:46]3)[C:50]=2[F:66])[CH:55]=1)([CH3:65])[CH2:63][OH:62]. The yield is 0.340.